Dataset: Catalyst prediction with 721,799 reactions and 888 catalyst types from USPTO. Task: Predict which catalyst facilitates the given reaction. (1) Reactant: [O:1]1[C:5]2[CH:6]=[CH:7][C:8]([C:10]3([C:13](Cl)=[O:14])[CH2:12][CH2:11]3)=[CH:9][C:4]=2[O:3][CH2:2]1.[NH2:16][C:17]1[CH:18]=[CH:19][C:20]([C:23]#[N:24])=[N:21][CH:22]=1. Product: [O:1]1[C:5]2[CH:6]=[CH:7][C:8]([C:10]3([C:13]([NH:16][C:17]4[CH:22]=[N:21][C:20]([C:23]#[N:24])=[CH:19][CH:18]=4)=[O:14])[CH2:12][CH2:11]3)=[CH:9][C:4]=2[O:3][CH2:2]1. The catalyst class is: 17. (2) Reactant: [Cl:1][C:2]1[CH:3]=[N+:4]([O-:43])[CH:5]=[C:6]([Cl:42])[C:7]=1[CH2:8][C@@H:9]([C:27]1[CH:32]=[CH:31][C:30]([O:33][CH:34]([F:36])[F:35])=[C:29]([O:37][CH2:38][CH:39]2[CH2:41][CH2:40]2)[CH:28]=1)[O:10][C:11](=[O:26])[C:12]1[CH:17]=[C:16]([CH2:18][NH:19][S:20]([CH3:23])(=[O:22])=[O:21])[CH:15]=[CH:14][C:13]=1[O:24][CH3:25].C([O-])([O-])=O.[K+].[K+].Cl[CH2:51][CH2:52][N:53]1[CH2:58][CH2:57][O:56][CH2:55][CH2:54]1. Product: [Cl:1][C:2]1[CH:3]=[N+:4]([O-:43])[CH:5]=[C:6]([Cl:42])[C:7]=1[CH2:8][C@@H:9]([C:27]1[CH:32]=[CH:31][C:30]([O:33][CH:34]([F:35])[F:36])=[C:29]([O:37][CH2:38][CH:39]2[CH2:40][CH2:41]2)[CH:28]=1)[O:10][C:11](=[O:26])[C:12]1[CH:17]=[C:16]([CH2:18][N:19]([CH2:51][CH2:52][N:53]2[CH2:58][CH2:57][O:56][CH2:55][CH2:54]2)[S:20]([CH3:23])(=[O:22])=[O:21])[CH:15]=[CH:14][C:13]=1[O:24][CH3:25]. The catalyst class is: 3.